Task: Regression. Given a peptide amino acid sequence and an MHC pseudo amino acid sequence, predict their binding affinity value. This is MHC class II binding data.. Dataset: Peptide-MHC class II binding affinity with 134,281 pairs from IEDB (1) The peptide sequence is QRILRKSKRNDGDLD. The MHC is DRB1_0404 with pseudo-sequence DRB1_0404. The binding affinity (normalized) is 0.0675. (2) The peptide sequence is KFTQFAGKDLESIKG. The MHC is DRB1_1501 with pseudo-sequence DRB1_1501. The binding affinity (normalized) is 0.314. (3) The peptide sequence is IEEAPEMPALYEKKL. The MHC is DRB5_0101 with pseudo-sequence DRB5_0101. The binding affinity (normalized) is 0.339.